This data is from Forward reaction prediction with 1.9M reactions from USPTO patents (1976-2016). The task is: Predict the product of the given reaction. Given the reactants [Cl:1][C:2]1[N:7]=[C:6]([C:8]2[S:12][C:11]([N:13]3[CH2:18][CH2:17][O:16][CH2:15][CH2:14]3)=[N:10][C:9]=2[C:19]2[C:20]([F:26])=[C:21]([CH:23]=[CH:24][CH:25]=2)[NH2:22])[CH:5]=[CH:4][N:3]=1.[O:27]1[CH:31]=[CH:30][CH:29]=[C:28]1[S:32](Cl)(=[O:34])=[O:33], predict the reaction product. The product is: [Cl:1][C:2]1[N:7]=[C:6]([C:8]2[S:12][C:11]([N:13]3[CH2:14][CH2:15][O:16][CH2:17][CH2:18]3)=[N:10][C:9]=2[C:19]2[C:20]([F:26])=[C:21]([NH:22][S:32]([C:28]3[O:27][CH:31]=[CH:30][CH:29]=3)(=[O:34])=[O:33])[CH:23]=[CH:24][CH:25]=2)[CH:5]=[CH:4][N:3]=1.